Task: Regression. Given two drug SMILES strings and cell line genomic features, predict the synergy score measuring deviation from expected non-interaction effect.. Dataset: NCI-60 drug combinations with 297,098 pairs across 59 cell lines Drug 1: CCCS(=O)(=O)NC1=C(C(=C(C=C1)F)C(=O)C2=CNC3=C2C=C(C=N3)C4=CC=C(C=C4)Cl)F. Drug 2: CC1=C2C(C(=O)C3(C(CC4C(C3C(C(C2(C)C)(CC1OC(=O)C(C(C5=CC=CC=C5)NC(=O)OC(C)(C)C)O)O)OC(=O)C6=CC=CC=C6)(CO4)OC(=O)C)O)C)O. Cell line: NCI/ADR-RES. Synergy scores: CSS=0.0590, Synergy_ZIP=1.41, Synergy_Bliss=1.16, Synergy_Loewe=-0.922, Synergy_HSA=-0.832.